This data is from Full USPTO retrosynthesis dataset with 1.9M reactions from patents (1976-2016). The task is: Predict the reactants needed to synthesize the given product. (1) Given the product [CH3:1][O:2][C:3](=[O:33])[CH2:4][NH:5][C:6]1[CH:11]=[CH:10][C:9]([N:12]2[CH:16]=[C:15]([C:17]3[CH:22]=[CH:21][C:20]([Cl:23])=[CH:19][C:18]=3[Cl:24])[N:14]=[C:13]2[CH2:25][C:26]2[CH:31]=[CH:30][C:29]([C:44]3[CH:43]=[CH:42][C:41]([CH:6]([CH2:7][CH3:8])[CH3:11])=[CH:46][CH:45]=3)=[CH:28][CH:27]=2)=[CH:8][CH:7]=1, predict the reactants needed to synthesize it. The reactants are: [CH3:1][O:2][C:3](=[O:33])[CH2:4][NH:5][C:6]1[CH:11]=[CH:10][C:9]([N:12]2[CH:16]=[C:15]([C:17]3[CH:22]=[CH:21][C:20]([Cl:23])=[CH:19][C:18]=3[Cl:24])[N:14]=[C:13]2[CH2:25][C:26]2[CH:31]=[CH:30][C:29](Br)=[CH:28][CH:27]=2)=[CH:8][CH:7]=1.C(OB([C:41]1[CH:46]=[CH:45][CH:44]=[CH:43][CH:42]=1)O)CCC. (2) Given the product [NH2:39][C@@H:8]([CH2:1][C:2]1[CH:3]=[CH:4][CH:5]=[CH:6][CH:7]=1)[C@@H:9]([OH:38])[CH2:10][C@@H:11]([NH:25][C:26]([C@@H:27]([NH:32][C:33](=[O:34])[O:35][CH3:36])[C:28]([CH3:31])([CH3:30])[CH3:29])=[O:37])[CH2:12][C:13]1[CH:18]=[CH:17][C:16]([C:19]2[CH:24]=[CH:23][CH:22]=[CH:21][N:20]=2)=[CH:15][CH:14]=1, predict the reactants needed to synthesize it. The reactants are: [CH2:1]([C@H:8]([NH:39]C(=O)OC(C)(C)C)[C@@H:9]([OH:38])[CH2:10][C@@H:11]([NH:25][C:26](=[O:37])[C@@H:27]([NH:32][C:33]([O:35][CH3:36])=[O:34])[C:28]([CH3:31])([CH3:30])[CH3:29])[CH2:12][C:13]1[CH:18]=[CH:17][C:16]([C:19]2[CH:24]=[CH:23][CH:22]=[CH:21][N:20]=2)=[CH:15][CH:14]=1)[C:2]1[CH:7]=[CH:6][CH:5]=[CH:4][CH:3]=1.FC(F)(F)C(O)=O. (3) Given the product [CH2:12]([O:11][C:9](=[O:10])[CH:8]=[CH:7][C:6]1[CH:14]=[CH:15][CH:16]=[C:4]([NH2:1])[CH:5]=1)[CH3:13], predict the reactants needed to synthesize it. The reactants are: [N+:1]([C:4]1[CH:5]=[C:6]([CH:14]=[CH:15][CH:16]=1)[CH:7]=[CH:8][C:9]([O:11][CH2:12][CH3:13])=[O:10])([O-])=O.O.O.Cl[Sn]Cl. (4) Given the product [Br:22][C:2]1[C:7]([N+:8]([O-:10])=[O:9])=[CH:6][CH:5]=[CH:4][C:3]=1[OH:11], predict the reactants needed to synthesize it. The reactants are: N[C:2]1[C:7]([N+:8]([O-:10])=[O:9])=[CH:6][CH:5]=[CH:4][C:3]=1[OH:11].O1CCOCC1.N([O-])=O.[Na+].[BrH:22].